Task: Regression. Given a peptide amino acid sequence and an MHC pseudo amino acid sequence, predict their binding affinity value. This is MHC class II binding data.. Dataset: Peptide-MHC class II binding affinity with 134,281 pairs from IEDB (1) The peptide sequence is KNSCAKNYNCKILPN. The MHC is DRB1_0901 with pseudo-sequence DRB1_0901. The binding affinity (normalized) is 0.585. (2) The peptide sequence is YDKFLANVSTVLTDK. The binding affinity (normalized) is 0.713. The MHC is DRB1_0701 with pseudo-sequence DRB1_0701. (3) The binding affinity (normalized) is 0.0217. The peptide sequence is QEMIKYMTLVSAAER. The MHC is DRB3_0101 with pseudo-sequence DRB3_0101. (4) The peptide sequence is EPGHLAPTGMFVAAA. The MHC is DRB5_0101 with pseudo-sequence DRB5_0101. The binding affinity (normalized) is 0.404. (5) The peptide sequence is STWLLKPGAGIMIFD. The MHC is HLA-DQA10101-DQB10501 with pseudo-sequence HLA-DQA10101-DQB10501. The binding affinity (normalized) is 0.0137.